This data is from Full USPTO retrosynthesis dataset with 1.9M reactions from patents (1976-2016). The task is: Predict the reactants needed to synthesize the given product. (1) Given the product [CH3:16][C:11]1([CH3:17])[C:12]([CH3:15])([CH3:14])[O:13][B:9]([C:2]2[CH:6]=[CH:5][S:4][C:3]=2[C:7]#[N:8])[O:10]1, predict the reactants needed to synthesize it. The reactants are: Br[C:2]1[CH:6]=[CH:5][S:4][C:3]=1[C:7]#[N:8].[B:9]1([B:9]2[O:13][C:12]([CH3:15])([CH3:14])[C:11]([CH3:17])([CH3:16])[O:10]2)[O:13][C:12]([CH3:15])([CH3:14])[C:11]([CH3:17])([CH3:16])[O:10]1. (2) Given the product [F:28][C:27]([F:30])([F:29])[C:25]([OH:31])=[O:26].[CH2:1]([O:3][C:4]([N:6]1[CH2:7][CH2:8][N:9]([C:12](=[O:24])[C@@H:13]([NH2:23])[CH2:14][CH2:15][C:16]([OH:18])=[O:17])[CH2:10][CH2:11]1)=[O:5])[CH3:2], predict the reactants needed to synthesize it. The reactants are: [CH2:1]([O:3][C:4]([N:6]1[CH2:11][CH2:10][N:9]([C:12](=[O:24])[C@@H:13]([NH2:23])[CH2:14][CH2:15][C:16]([O:18]C(C)(C)C)=[O:17])[CH2:8][CH2:7]1)=[O:5])[CH3:2].[C:25]([OH:31])([C:27]([F:30])([F:29])[F:28])=[O:26].